Dataset: Full USPTO retrosynthesis dataset with 1.9M reactions from patents (1976-2016). Task: Predict the reactants needed to synthesize the given product. (1) Given the product [ClH:1].[NH2:24][CH2:23][C@@H:22]([C:19]1[CH:18]=[CH:17][C:16]([C:5]2[C:6]3[C:7]4[CH:15]=[CH:14][S:13][C:8]=4[C:9](=[O:12])[NH:10][C:11]=3[C:2]([Cl:1])=[CH:3][C:4]=2[O:33][CH3:34])=[CH:21][CH:20]=1)[CH3:32], predict the reactants needed to synthesize it. The reactants are: [Cl:1][C:2]1[C:11]2[NH:10][C:9](=[O:12])[C:8]3[S:13][CH:14]=[CH:15][C:7]=3[C:6]=2[C:5]([C:16]2[CH:21]=[CH:20][C:19]([C@@H:22]([CH3:32])[CH2:23][NH:24]C(=O)OC(C)(C)C)=[CH:18][CH:17]=2)=[C:4]([O:33][CH3:34])[CH:3]=1.C(O)(C(F)(F)F)=O. (2) Given the product [Cl:20][CH2:11][C:3]1[C:2]([F:1])=[CH:10][C:6]2[O:7][CH2:8][O:9][C:5]=2[CH:4]=1, predict the reactants needed to synthesize it. The reactants are: [F:1][C:2]1[C:3]([CH2:11]O)=[CH:4][C:5]2[O:9][CH2:8][O:7][C:6]=2[CH:10]=1.C([O-])(O)=O.[Na+].O=S(Cl)[Cl:20]. (3) Given the product [C@H:28]12[CH2:30][C@H:25]([N:24]([C:12]3[N:11]=[C:10]([C:7]4[CH:6]=[CH:5][C:4]([NH2:1])=[CH:9][CH:8]=4)[N:15]=[C:14]4[N:16]([CH2:19][C:20]([F:22])([F:23])[F:21])[N:17]=[CH:18][C:13]=34)[CH2:29]1)[CH2:26][O:27]2, predict the reactants needed to synthesize it. The reactants are: [N+:1]([C:4]1[CH:9]=[CH:8][C:7]([C:10]2[N:15]=[C:14]3[N:16]([CH2:19][C:20]([F:23])([F:22])[F:21])[N:17]=[CH:18][C:13]3=[C:12]([N:24]3[CH2:29][C@@H:28]4[CH2:30][C@H:25]3[CH2:26][O:27]4)[N:11]=2)=[CH:6][CH:5]=1)([O-])=O.